This data is from Reaction yield outcomes from USPTO patents with 853,638 reactions. The task is: Predict the reaction yield, written as a fraction of the theoretical maximum amount of product (1.0 means a 100% yield; for example, 0.34 means a 34% yield). (1) The reactants are [CH3:1][C:2]1[CH:10]=[C:9]2[C:5]([CH:6]=[C:7]([C:11]([OH:13])=[O:12])[NH:8]2)=[CH:4][CH:3]=1.[H-].[Na+].[Cl:16][C:17]1[CH:22]=[CH:21][C:20]([S:23][S:23][C:20]2[CH:21]=[CH:22][C:17]([Cl:16])=[CH:18][CH:19]=2)=[CH:19][CH:18]=1. The catalyst is CN(C=O)C. The product is [Cl:16][C:17]1[CH:22]=[CH:21][C:20]([S:23][C:6]2[C:5]3[C:9](=[CH:10][C:2]([CH3:1])=[CH:3][CH:4]=3)[NH:8][C:7]=2[C:11]([OH:13])=[O:12])=[CH:19][CH:18]=1. The yield is 0.520. (2) The reactants are [CH2:1]([N:3]1[C:7](=[NH:8])/[C:6](=[CH:9]/[C:10]2[CH:15]=[CH:14][C:13]([OH:16])=[C:12]([O:17][CH3:18])[CH:11]=2)/[NH:5][C:4]1=[O:19])[CH3:2].[CH3:20][C:21]1[CH:26]=[CH:25][C:24]([S:27](Cl)(=[O:29])=[O:28])=[CH:23][CH:22]=1.[Cl-].[NH4+]. The catalyst is N1C=CC=CC=1. The product is [CH3:20][C:21]1[CH:26]=[CH:25][C:24]([S:27]([O:16][C:13]2[CH:14]=[CH:15][C:10](/[CH:9]=[C:6]3\[NH:5][C:4](=[O:19])[N:3]([CH2:1][CH3:2])[C:7]\3=[NH:8])=[CH:11][C:12]=2[O:17][CH3:18])(=[O:29])=[O:28])=[CH:23][CH:22]=1. The yield is 0.270. (3) The reactants are [CH3:1][O:2][C:3](=[O:42])[C:4]1[CH:9]=[CH:8][C:7]([N:10]([CH2:12][CH2:13][C:14]2[C:22]3[C:17](=[CH:18][CH:19]=[C:20]([Cl:23])[CH:21]=3)[N:16]([CH:24]([C:31]3[CH:36]=[CH:35][CH:34]=[CH:33][CH:32]=3)[C:25]3[CH:30]=[CH:29][CH:28]=[CH:27][CH:26]=3)[C:15]=2[CH2:37][CH2:38][N:39]=[N+]=[N-])[CH3:11])=[CH:6][CH:5]=1.C(Cl)Cl. The catalyst is CO.[Pd]. The product is [CH3:1][O:2][C:3](=[O:42])[C:4]1[CH:5]=[CH:6][C:7]([N:10]([CH2:12][CH2:13][C:14]2[C:22]3[C:17](=[CH:18][CH:19]=[C:20]([Cl:23])[CH:21]=3)[N:16]([CH:24]([C:31]3[CH:32]=[CH:33][CH:34]=[CH:35][CH:36]=3)[C:25]3[CH:26]=[CH:27][CH:28]=[CH:29][CH:30]=3)[C:15]=2[CH2:37][CH2:38][NH2:39])[CH3:11])=[CH:8][CH:9]=1. The yield is 0.780. (4) The reactants are [Cl-].O[NH3+:3].[C:4](=[O:7])([O-])[OH:5].[Na+].CS(C)=O.[CH2:13]([C:17]1[N:18]=[C:19]([CH3:50])[N:20]([CH2:39][C:40]2[N:44]=[C:43]([C:45]3[CH:49]=[CH:48][S:47][CH:46]=3)[O:42][N:41]=2)[C:21](=[O:38])[C:22]=1[CH2:23][C:24]1[CH:29]=[CH:28][C:27]([C:30]2[C:31]([C:36]#[N:37])=[CH:32][CH:33]=[CH:34][CH:35]=2)=[CH:26][CH:25]=1)[CH2:14][CH2:15][CH3:16]. The catalyst is C(OCC)(=O)C. The product is [CH2:13]([C:17]1[N:18]=[C:19]([CH3:50])[N:20]([CH2:39][C:40]2[N:44]=[C:43]([C:45]3[CH:49]=[CH:48][S:47][CH:46]=3)[O:42][N:41]=2)[C:21](=[O:38])[C:22]=1[CH2:23][C:24]1[CH:29]=[CH:28][C:27]([C:30]2[CH:35]=[CH:34][CH:33]=[CH:32][C:31]=2[C:36]2[NH:3][C:4](=[O:7])[O:5][N:37]=2)=[CH:26][CH:25]=1)[CH2:14][CH2:15][CH3:16]. The yield is 0.250.